This data is from Catalyst prediction with 721,799 reactions and 888 catalyst types from USPTO. The task is: Predict which catalyst facilitates the given reaction. (1) Reactant: [Br:1][C:2]1[N:7]=[C:6]([CH2:8]O)[CH:5]=[CH:4][CH:3]=1.[Br:10]N1C(=O)CCC1=O. Product: [Br:1][C:2]1[CH:3]=[CH:4][CH:5]=[C:6]([CH2:8][Br:10])[N:7]=1. The catalyst class is: 4. (2) Reactant: [F-].C[N+](C)(C)C.[F:7]C(F)([F:7])C([O-])=O.[CH3:14][O:15][C:16]1[CH:21]=[CH:20][C:19]([I+][C:19]2[CH:20]=[CH:21][C:16]([O:15][CH3:14])=[CH:17][CH:18]=2)=[CH:18][CH:17]=1. Product: [F:7][C:19]1[CH:20]=[CH:21][C:16]([O:15][CH3:14])=[CH:17][CH:18]=1. The catalyst class is: 10. (3) Reactant: C(Cl)(=O)C(Cl)=O.CS(C)=O.[OH:11][CH2:12][C@@H:13]1[CH2:17][CH:16]([CH3:18])[CH2:15][N:14]1[C:19]([O:21][C:22]([CH3:25])([CH3:24])[CH3:23])=[O:20].CCN(C(C)C)C(C)C.Cl. Product: [CH:12]([C@@H:13]1[CH2:17][CH:16]([CH3:18])[CH2:15][N:14]1[C:19]([O:21][C:22]([CH3:23])([CH3:25])[CH3:24])=[O:20])=[O:11]. The catalyst class is: 2. (4) Reactant: [F:1][C:2]1[CH:26]=[CH:25][CH:24]=[C:23]([F:27])[C:3]=1[C:4]([NH:6][C:7](=[O:22])[N:8]([C:10]1[CH:15]=[CH:14][C:13]([S:16][C:17]([F:20])([F:19])[F:18])=[CH:12][C:11]=1[F:21])[CH3:9])=[O:5].[H-].[Na+].[CH3:30][S:31](Cl)(=[O:33])=[O:32]. Product: [F:1][C:2]1[CH:26]=[CH:25][CH:24]=[C:23]([F:27])[C:3]=1[C:4]([N:6]([S:31]([CH3:30])(=[O:33])=[O:32])[C:7]([N:8]([C:10]1[CH:15]=[CH:14][C:13]([S:16][C:17]([F:20])([F:19])[F:18])=[CH:12][C:11]=1[F:21])[CH3:9])=[O:22])=[O:5]. The catalyst class is: 60. (5) Reactant: [C:1](N1C=CN=C1)(N1C=CN=C1)=[O:2].[NH2:13][CH2:14][CH2:15][NH:16][C:17](=[O:23])[O:18][C:19]([CH3:22])([CH3:21])[CH3:20].C(N(C(C)C)C(C)C)C.S(=O)(=O)(O)O.[NH2:38][C:39]1[CH:40]=[N:41][N:42]([CH3:45])[C:43]=1[NH2:44]. Product: [NH2:44][C:43]1[N:42]([CH3:45])[N:41]=[CH:40][C:39]=1[NH:38][C:1]([NH:13][CH2:14][CH2:15][NH:16][C:17]([O:18][C:19]([CH3:20])([CH3:22])[CH3:21])=[O:23])=[O:2]. The catalyst class is: 22. (6) Reactant: C([O-])([O-])=O.[K+].[K+].Br[CH2:8][C:9]#[CH:10].[Cl:11][C:12]1[CH:17]=[CH:16][C:15]([C:18]2[CH:19]=[CH:20][C:21]([C:24]#[C:25][C:26]3[CH:27]=[C:28]4[C:32](=[CH:33][CH:34]=3)[N:31]([CH2:35][CH2:36][NH:37][CH2:38][CH:39]3[CH2:41][CH2:40]3)[CH:30]=[CH:29]4)=[N:22][CH:23]=2)=[CH:14][CH:13]=1. The catalyst class is: 3. Product: [Cl:11][C:12]1[CH:13]=[CH:14][C:15]([C:18]2[CH:19]=[CH:20][C:21]([C:24]#[C:25][C:26]3[CH:27]=[C:28]4[C:32](=[CH:33][CH:34]=3)[N:31]([CH2:35][CH2:36][N:37]([CH2:38][CH:39]3[CH2:40][CH2:41]3)[CH2:10][C:9]#[CH:8])[CH:30]=[CH:29]4)=[N:22][CH:23]=2)=[CH:16][CH:17]=1.